From a dataset of Full USPTO retrosynthesis dataset with 1.9M reactions from patents (1976-2016). Predict the reactants needed to synthesize the given product. (1) Given the product [CH3:11][O:10][C:7]1[CH:6]=[C:5]([C:12](=[O:14])[CH3:13])[CH:4]=[C:3]([O:2][CH3:1])[C:8]=1[O:9][CH2:17][CH2:18][N:19]1[CH2:24][CH2:23][O:22][CH2:21][CH2:20]1, predict the reactants needed to synthesize it. The reactants are: [CH3:1][O:2][C:3]1[CH:4]=[C:5]([C:12](=[O:14])[CH3:13])[CH:6]=[C:7]([O:10][CH3:11])[C:8]=1[OH:9].Cl.Cl[CH2:17][CH2:18][N:19]1[CH2:24][CH2:23][O:22][CH2:21][CH2:20]1.C(=O)([O-])[O-].[K+].[K+].CN(C)C=O. (2) Given the product [CH3:16][C:14]1[N:13]([CH3:17])[C:7]2[CH:8]=[CH:9][C:10]3[C:11](=[O:12])[C@H:2]([O:1][C:33](=[O:38])[C:34]([CH3:37])([CH3:36])[CH3:35])[C@@H:3]([C:18]4[CH:19]=[CH:20][CH:21]=[CH:22][CH:23]=4)[NH:4][C:5]=3[C:6]=2[N:15]=1, predict the reactants needed to synthesize it. The reactants are: [OH:1][C@H:2]1[C:11](=[O:12])[C:10]2[CH:9]=[CH:8][C:7]3[N:13]([CH3:17])[C:14]([CH3:16])=[N:15][C:6]=3[C:5]=2[NH:4][C@@H:3]1[C:18]1[CH:23]=[CH:22][CH:21]=[CH:20][CH:19]=1.C(N(C(C)C)C(C)C)C.[C:33](Cl)(=[O:38])[C:34]([CH3:37])([CH3:36])[CH3:35]. (3) The reactants are: CC1CN(C(=O)C(F)(F)F)CCC2N=C(O)C=CC1=2.O=P(Cl)(Cl)Cl.[Cl:25][C:26]1[CH:27]=[CH:28][C:29]2[CH:35]([CH3:36])[CH2:34][N:33](C(=O)C(F)(F)F)[CH2:32][CH2:31][C:30]=2[N:43]=1.C([O-])([O-])=O.[K+].[K+]. Given the product [Cl:25][C:26]1[CH:27]=[CH:28][C:29]2[CH:35]([CH3:36])[CH2:34][NH:33][CH2:32][CH2:31][C:30]=2[N:43]=1, predict the reactants needed to synthesize it. (4) Given the product [CH3:16][O:17][C:18]1[CH:19]=[C:20]2[C:24](=[CH:25][CH:26]=1)[N:23]=[C:13]([C:5]1[CH:4]=[C:3]([O:2][CH3:1])[C:8]([O:9][CH3:10])=[C:7]([O:11][CH3:12])[CH:6]=1)[CH:14]=[C:21]2[C:22]([OH:27])=[O:29], predict the reactants needed to synthesize it. The reactants are: [CH3:1][O:2][C:3]1[CH:4]=[C:5]([C:13](=O)[CH3:14])[CH:6]=[C:7]([O:11][CH3:12])[C:8]=1[O:9][CH3:10].[CH3:16][O:17][C:18]1[CH:19]=[C:20]2[C:24](=[CH:25][CH:26]=1)[NH:23][C:22](=[O:27])[C:21]2=O.[OH-:29].[K+]. (5) The reactants are: COC(=O)[C:4]1[C:9]([OH:10])=[C:8]([N+:11]([O-:13])=[O:12])[C:7]([OH:14])=[N:6][C:5]=1[CH2:15][O:16][CH3:17]. Given the product [CH3:17][O:16][CH2:15][C:5]1[N:6]=[C:7]([OH:14])[C:8]([N+:11]([O-:13])=[O:12])=[C:9]([OH:10])[CH:4]=1, predict the reactants needed to synthesize it. (6) Given the product [CH3:1][O:2][C:3]([C:5]1[CH:6]=[C:7]([C:16]2[CH:21]=[CH:20][CH:19]=[C:18]([C:22]([F:23])([F:25])[F:24])[CH:17]=2)[C:8]([CH2:11][CH2:12][CH2:13][OH:14])=[CH:9][CH:10]=1)=[O:4], predict the reactants needed to synthesize it. The reactants are: [CH3:1][O:2][C:3]([C:5]1[CH:6]=[C:7]([C:16]2[CH:21]=[CH:20][CH:19]=[C:18]([C:22]([F:25])([F:24])[F:23])[CH:17]=2)[C:8]([CH2:11][CH2:12][C:13](O)=[O:14])=[CH:9][CH:10]=1)=[O:4].CN1CCOCC1.C(OC(Cl)=O)C(C)C.[BH4-].[Na+].